From a dataset of Catalyst prediction with 721,799 reactions and 888 catalyst types from USPTO. Predict which catalyst facilitates the given reaction. (1) Reactant: [CH:1]1([NH2:4])[CH2:3][CH2:2]1.[Cl:5][C:6]1[CH:11]=[CH:10][CH:9]=[CH:8][C:7]=1[CH2:12][N:13]1[C:18](=[O:19])[C:17]([C:20]([NH:22][CH2:23][C:24]([O:26]CC)=[O:25])=[O:21])=[C:16]([OH:29])[C:15]([C:30](OC)=[O:31])=[C:14]1[OH:34]. Product: [Cl:5][C:6]1[CH:11]=[CH:10][CH:9]=[CH:8][C:7]=1[CH2:12][N:13]1[C:14]([OH:34])=[C:15]([C:30]([NH:4][CH:1]2[CH2:3][CH2:2]2)=[O:31])[C:16]([OH:29])=[C:17]([C:20]([NH:22][CH2:23][C:24]([OH:26])=[O:25])=[O:21])[C:18]1=[O:19]. The catalyst class is: 22. (2) Reactant: C(Cl)(=O)C(Cl)=O.CS(C)=O.[OH:11][CH2:12][C@@H:13]1[C@@H:17]([C:18]2[CH:23]=[CH:22][CH:21]=[C:20]([F:24])[CH:19]=2)[CH2:16][N:15]([CH2:25][C:26]2([C:32]([O:34][CH2:35][C:36]3[CH:41]=[CH:40][CH:39]=[CH:38][CH:37]=3)=[O:33])[CH2:31][CH2:30][CH2:29][CH2:28][CH2:27]2)[CH2:14]1.C(N(CC)C(C)C)(C)C. Product: [CH:12]([C@@H:13]1[C@@H:17]([C:18]2[CH:23]=[CH:22][CH:21]=[C:20]([F:24])[CH:19]=2)[CH2:16][N:15]([CH2:25][C:26]2([C:32]([O:34][CH2:35][C:36]3[CH:41]=[CH:40][CH:39]=[CH:38][CH:37]=3)=[O:33])[CH2:27][CH2:28][CH2:29][CH2:30][CH2:31]2)[CH2:14]1)=[O:11]. The catalyst class is: 2. (3) Reactant: [CH2:1]([O:3][C:4]([C:6]1([NH:15][C:16]([C:18]2[C:23](F)=[CH:22][CH:21]=[CH:20][N:19]=2)=[O:17])[CH2:14][C:13]2[C:8](=[CH:9][CH:10]=[CH:11][CH:12]=2)[CH2:7]1)=[O:5])[CH3:2].O1CCOCC1.[NH:31]1[CH2:36][CH2:35][CH2:34][CH2:33][CH2:32]1. Product: [CH2:1]([O:3][C:4]([C:6]1([NH:15][C:16]([C:18]2[C:23]([N:31]3[CH2:36][CH2:35][CH2:34][CH2:33][CH2:32]3)=[CH:22][CH:21]=[CH:20][N:19]=2)=[O:17])[CH2:14][C:13]2[C:8](=[CH:9][CH:10]=[CH:11][CH:12]=2)[CH2:7]1)=[O:5])[CH3:2]. The catalyst class is: 2. (4) Reactant: [CH3:1][CH:2]1[CH2:11][CH:10]([NH:12][CH2:13][C:14]#[CH:15])[C:9]2[C:4](=[CH:5][CH:6]=[CH:7][CH:8]=2)[N:3]1[C:16]([C:18]1[CH:23]=[CH:22][CH:21]=[CH:20][CH:19]=1)=[O:17].C(N([CH:30]([CH3:32])C)CC)(C)C.ClCCl.C(=O)([O-])[O-:37].[K+].[K+]. Product: [C:16]([N:3]1[C:4]2[C:9](=[CH:8][CH:7]=[CH:6][CH:5]=2)[CH:10]([N:12]([CH2:13][C:14]#[CH:15])[C:30](=[O:37])[CH3:32])[CH2:11][CH:2]1[CH3:1])(=[O:17])[C:18]1[CH:23]=[CH:22][CH:21]=[CH:20][CH:19]=1. The catalyst class is: 12.